Dataset: Peptide-MHC class II binding affinity with 134,281 pairs from IEDB. Task: Regression. Given a peptide amino acid sequence and an MHC pseudo amino acid sequence, predict their binding affinity value. This is MHC class II binding data. (1) The binding affinity (normalized) is 0.645. The peptide sequence is QEVFKAIQSLKTTEV. The MHC is DRB1_0901 with pseudo-sequence DRB1_0901. (2) The peptide sequence is NVYQRGTHPFSRIRD. The MHC is DRB1_0701 with pseudo-sequence DRB1_0701. The binding affinity (normalized) is 0.504. (3) The peptide sequence is RMFSSTLRAAVPWYA. The MHC is DRB1_0901 with pseudo-sequence DRB1_0901. The binding affinity (normalized) is 0.680.